This data is from Full USPTO retrosynthesis dataset with 1.9M reactions from patents (1976-2016). The task is: Predict the reactants needed to synthesize the given product. (1) Given the product [C:3](#[N:6])[CH:4]=[CH2:5].[N+:7]([C:10]1[CH:15]=[CH:14][CH:13]=[CH:12][C:11]=1[CH2:16][CH2:5][CH2:4][C:3]#[N:6])([O-:9])=[O:8], predict the reactants needed to synthesize it. The reactants are: [OH-].[Na+].[C:3](#[N:6])[CH:4]=[CH2:5].[N+:7]([C:10]1[CH:15]=[CH:14][CH:13]=[CH:12][C:11]=1[CH3:16])([O-:9])=[O:8]. (2) Given the product [NH2:23][C:12]1[N:13]=[C:14]([N:17]2[CH2:18][CH2:19][N:20]([C:36](=[O:37])[CH2:35][O:34][C:33]3[CH:39]=[CH:40][C:30]([Br:29])=[CH:31][CH:32]=3)[CH2:21][CH2:22]2)[C:15]2[N:16]=[C:8]([CH2:7][CH2:6][C:5]3[CH:24]=[CH:25][C:26]([O:27][CH3:28])=[C:3]([O:2][CH3:1])[CH:4]=3)[S:9][C:10]=2[N:11]=1, predict the reactants needed to synthesize it. The reactants are: [CH3:1][O:2][C:3]1[CH:4]=[C:5]([CH:24]=[CH:25][C:26]=1[O:27][CH3:28])[CH2:6][CH2:7][C:8]1[S:9][C:10]2[N:11]=[C:12]([NH2:23])[N:13]=[C:14]([N:17]3[CH2:22][CH2:21][NH:20][CH2:19][CH2:18]3)[C:15]=2[N:16]=1.[Br:29][C:30]1[CH:40]=[CH:39][C:33]([O:34][CH2:35][C:36](O)=[O:37])=[CH:32][CH:31]=1. (3) The reactants are: [C:1]([O:5][C:6]([N:8]1[C:16]2[CH:15]=[C:14](Cl)[N:13]=[CH:12][C:11]=2[C:10]([CH3:19])([CH3:18])[CH2:9]1)=[O:7])([CH3:4])([CH3:3])[CH3:2].[Br-].[Li+].[Br-].[CH2:23]([Zn+])[C:24]1[CH:29]=[CH:28][CH:27]=[CH:26][CH:25]=1.C(O)(=O)CC(CC(O)=O)(C(O)=O)O. Given the product [C:1]([O:5][C:6]([N:8]1[C:16]2[CH:15]=[C:14]([CH2:23][C:24]3[CH:29]=[CH:28][CH:27]=[CH:26][CH:25]=3)[N:13]=[CH:12][C:11]=2[C:10]([CH3:19])([CH3:18])[CH2:9]1)=[O:7])([CH3:4])([CH3:3])[CH3:2], predict the reactants needed to synthesize it.